The task is: Predict the product of the given reaction.. This data is from Forward reaction prediction with 1.9M reactions from USPTO patents (1976-2016). (1) Given the reactants Cl[C:2]1[C:3]2[C:4](=[CH:13][N:14](CC3C=CC(OC)=CC=3)[N:15]=2)[N:5]=[C:6]([C:8]2[S:9][CH:10]=[CH:11][CH:12]=2)[N:7]=1.[NH2:25][C:26]1[CH:31]=[CH:30][C:29]([N:32]2[CH2:37][CH2:36][S:35](=[O:39])(=[O:38])[CH2:34][CH2:33]2)=[CH:28][CH:27]=1.Cl, predict the reaction product. The product is: [S:9]1[CH:10]=[CH:11][CH:12]=[C:8]1[C:6]1[N:7]=[C:2]([NH:25][C:26]2[CH:31]=[CH:30][C:29]([N:32]3[CH2:33][CH2:34][S:35](=[O:39])(=[O:38])[CH2:36][CH2:37]3)=[CH:28][CH:27]=2)[C:3]2[NH:15][N:14]=[CH:13][C:4]=2[N:5]=1. (2) The product is: [C:1]([C:5]1[CH:10]=[CH:9][C:8]([C:11]2[O:12][CH:13]=[C:14]([CH2:16][O:29][C:25]3[CH:24]=[CH:23][CH:22]=[C:21]4[C:26]=3[CH:27]=[CH:28][C:19]([NH:18][S:30]([C:33]([F:36])([F:35])[F:34])(=[O:32])=[O:31])=[CH:20]4)[N:15]=2)=[CH:7][CH:6]=1)([CH3:4])([CH3:3])[CH3:2]. Given the reactants [C:1]([C:5]1[CH:10]=[CH:9][C:8]([C:11]2[O:12][CH:13]=[C:14]([CH2:16]Cl)[N:15]=2)=[CH:7][CH:6]=1)([CH3:4])([CH3:3])[CH3:2].[NH2:18][C:19]1[CH:28]=[CH:27][C:26]2[C:25]([OH:29])=[CH:24][CH:23]=[CH:22][C:21]=2[CH:20]=1.[S:30](O[S:30]([C:33]([F:36])([F:35])[F:34])(=[O:32])=[O:31])([C:33]([F:36])([F:35])[F:34])(=[O:32])=[O:31], predict the reaction product. (3) Given the reactants [CH2:1]([O:3][C:4]1[CH:5]=[C:6]([CH:10]=[CH:11][C:12]=1[O:13][CH2:14][CH3:15])[C:7]([NH2:9])=[O:8])[CH3:2].Br[CH2:17][C:18](=O)[C:19]([O:21][CH2:22][CH3:23])=[O:20], predict the reaction product. The product is: [CH2:1]([O:3][C:4]1[CH:5]=[C:6]([C:7]2[O:8][CH:17]=[C:18]([C:19]([O:21][CH2:22][CH3:23])=[O:20])[N:9]=2)[CH:10]=[CH:11][C:12]=1[O:13][CH2:14][CH3:15])[CH3:2]. (4) Given the reactants I[C:2]1[CH:7]=[CH:6][CH:5]=[CH:4][CH:3]=1.[CH2:8]([N:10]([CH2:32][CH3:33])[CH:11]1[CH2:15][CH2:14][N:13]([C:16]([C:18]2[C:22]([CH3:23])=[C:21]([C:24]3[CH:29]=[CH:28][CH:27]=[C:26]([C:30]#[CH:31])[CH:25]=3)[NH:20][N:19]=2)=[O:17])[CH2:12]1)[CH3:9], predict the reaction product. The product is: [CH2:32]([N:10]([CH2:8][CH3:9])[CH:11]1[CH2:15][CH2:14][N:13]([C:16]([C:18]2[C:22]([CH3:23])=[C:21]([C:24]3[CH:29]=[CH:28][CH:27]=[C:26]([C:30]#[C:31][C:2]4[CH:7]=[CH:6][CH:5]=[CH:4][CH:3]=4)[CH:25]=3)[NH:20][N:19]=2)=[O:17])[CH2:12]1)[CH3:33].